Predict the reactants needed to synthesize the given product. From a dataset of Full USPTO retrosynthesis dataset with 1.9M reactions from patents (1976-2016). Given the product [F:17][C:2]1([F:1])[CH2:3][CH:4]([NH:6][C:7]2[N:15]=[CH:14][C:13]([F:16])=[CH:12][C:8]=2[C:9]([NH:23][C:19]([CH3:20])([C:21]#[CH:22])[CH3:18])=[O:11])[CH2:5]1, predict the reactants needed to synthesize it. The reactants are: [F:1][C:2]1([F:17])[CH2:5][CH:4]([NH:6][C:7]2[N:15]=[CH:14][C:13]([F:16])=[CH:12][C:8]=2[C:9]([OH:11])=O)[CH2:3]1.[CH3:18][C:19]([NH2:23])([C:21]#[CH:22])[CH3:20].CCN=C=NCCCN(C)C.C1C=CC2N(O)N=NC=2C=1.CCN(C(C)C)C(C)C.